From a dataset of Catalyst prediction with 721,799 reactions and 888 catalyst types from USPTO. Predict which catalyst facilitates the given reaction. (1) Reactant: [F:1][C:2]([F:15])([F:14])[C:3]1[CH:13]=[N:12][C:6]2[NH:7][CH2:8][C:9](=[O:11])[NH:10][C:5]=2[CH:4]=1.CN(C)C(=O)C.Cl[C:23]([O:25][C:26]1[CH:31]=[CH:30][C:29]([N+:32]([O-:34])=[O:33])=[CH:28][CH:27]=1)=[O:24]. Product: [O:11]=[C:9]1[CH2:8][N:7]([C:23]([O:25][C:26]2[CH:27]=[CH:28][C:29]([N+:32]([O-:34])=[O:33])=[CH:30][CH:31]=2)=[O:24])[C:6]2[N:12]=[CH:13][C:3]([C:2]([F:14])([F:1])[F:15])=[CH:4][C:5]=2[NH:10]1. The catalyst class is: 17. (2) Reactant: [CH:1]1([CH2:7][N:8]2[C:12](=[O:13])[CH2:11][C:10]([CH3:14])=[N:9]2)[CH2:6][CH2:5][CH2:4][CH2:3][CH2:2]1.C(=O)([O-])[O-].[Cs+].[Cs+].Br[CH2:22][C:23]1[N:27]([C:28]2[CH:33]=[CH:32][CH:31]=[CH:30][CH:29]=2)[N:26]=[C:25]([CH3:34])[CH:24]=1. Product: [CH:1]1([CH2:7][N:8]2[C:12]([O:13][CH2:22][C:23]3[N:27]([C:28]4[CH:29]=[CH:30][CH:31]=[CH:32][CH:33]=4)[N:26]=[C:25]([CH3:34])[CH:24]=3)=[CH:11][C:10]([CH3:14])=[N:9]2)[CH2:2][CH2:3][CH2:4][CH2:5][CH2:6]1. The catalyst class is: 751. (3) The catalyst class is: 4. Product: [N:12]1([C:7]([C:6]2[CH:5]=[CH:4][C:3]([CH:1]=[O:2])=[CH:11][CH:10]=2)=[O:9])[CH2:16][CH2:15][CH2:14][CH2:13]1. Reactant: [CH:1]([C:3]1[CH:11]=[CH:10][C:6]([C:7]([OH:9])=O)=[CH:5][CH:4]=1)=[O:2].[NH:12]1[CH2:16][CH2:15][CH2:14][CH2:13]1.C(N(CC)CC)C. (4) The catalyst class is: 4. Reactant: Cl.[CH3:2][NH:3][O:4][CH3:5].[Cl-].C[Al+]C.C(O[C:13]([CH:15]1[CH2:19][CH2:18][N:17]([CH2:20][C:21]2[CH:26]=[CH:25][CH:24]=[CH:23][CH:22]=2)[CH2:16]1)=[O:14])C.C(=O)([O-])[O-].[K+].[K+]. Product: [CH3:5][O:4][N:3]([CH3:2])[C:13]([CH:15]1[CH2:19][CH2:18][N:17]([CH2:20][C:21]2[CH:22]=[CH:23][CH:24]=[CH:25][CH:26]=2)[CH2:16]1)=[O:14]. (5) Reactant: [CH2:1]([CH:4]1[C:8]2[NH:9][C:10]([C:12]([O:14]C)=[O:13])=[CH:11][C:7]=2[CH2:6][CH2:5]1)[CH2:2][CH3:3].O.[OH-].[Li+].CO. Product: [CH2:1]([CH:4]1[C:8]2[NH:9][C:10]([C:12]([OH:14])=[O:13])=[CH:11][C:7]=2[CH2:6][CH2:5]1)[CH2:2][CH3:3]. The catalyst class is: 1. (6) Reactant: [CH3:1][O:2][C:3]([C:5]1[CH:14]=[C:13]([OH:15])[C:12]2[C:7](=[C:8]([O:16][CH2:17][C:18]3[CH:23]=[CH:22][CH:21]=[CH:20][CH:19]=3)[CH:9]=[CH:10][CH:11]=2)[N:6]=1)=[O:4].N1C=CC=CC=1.[S:30](O[S:30]([C:33]([F:36])([F:35])[F:34])(=[O:32])=[O:31])([C:33]([F:36])([F:35])[F:34])(=[O:32])=[O:31].[NH4+].[Cl-]. The catalyst class is: 4. Product: [CH3:1][O:2][C:3]([C:5]1[CH:14]=[C:13]([O:15][S:30]([C:33]([F:36])([F:35])[F:34])(=[O:32])=[O:31])[C:12]2[C:7](=[C:8]([O:16][CH2:17][C:18]3[CH:23]=[CH:22][CH:21]=[CH:20][CH:19]=3)[CH:9]=[CH:10][CH:11]=2)[N:6]=1)=[O:4]. (7) Reactant: CS(Cl)(=O)=O.[CH:6]1([NH:11][C:12]2[CH:17]=[CH:16][C:15]([C@H:18]3[C@@H:23]([C:24]([OH:26])=O)[CH2:22][CH2:21][CH2:20][N:19]3[C:27](=[O:36])[C:28]3[C:33]([CH3:34])=[CH:32][CH:31]=[CH:30][C:29]=3[F:35])=[CH:14][CH:13]=2)[CH2:10][CH2:9][CH2:8][CH2:7]1.CCN(C(C)C)C(C)C.[NH2:46][C:47]1[CH:52]=[CH:51][C:50]([CH2:53][OH:54])=[C:49]([C:55]([F:58])([F:57])[F:56])[CH:48]=1. The catalyst class is: 2. Product: [CH:6]1([NH:11][C:12]2[CH:17]=[CH:16][C:15]([C@H:18]3[C@@H:23]([C:24]([NH:46][C:47]4[CH:52]=[CH:51][C:50]([CH2:53][OH:54])=[C:49]([C:55]([F:56])([F:57])[F:58])[CH:48]=4)=[O:26])[CH2:22][CH2:21][CH2:20][N:19]3[C:27](=[O:36])[C:28]3[C:33]([CH3:34])=[CH:32][CH:31]=[CH:30][C:29]=3[F:35])=[CH:14][CH:13]=2)[CH2:10][CH2:9][CH2:8][CH2:7]1.